From a dataset of Forward reaction prediction with 1.9M reactions from USPTO patents (1976-2016). Predict the product of the given reaction. Given the reactants [N+:1]([C:4]1[CH:12]=[CH:11][CH:10]=[C:9]2[C:5]=1[CH2:6][C:7](=[O:13])[NH:8]2)([O-:3])=[O:2].[H-].[Na+].Br[CH2:17][C:18]([O:20][CH2:21][CH3:22])=[O:19], predict the reaction product. The product is: [N+:1]([C:4]1[CH:12]=[CH:11][CH:10]=[C:9]2[C:5]=1[CH:6]([CH2:17][C:18]([O:20][CH2:21][CH3:22])=[O:19])[C:7](=[O:13])[NH:8]2)([O-:3])=[O:2].